Predict the reaction yield, written as a fraction of the theoretical maximum amount of product (1.0 means a 100% yield; for example, 0.34 means a 34% yield). From a dataset of Reaction yield outcomes from USPTO patents with 853,638 reactions. (1) The reactants are [NH2:1][C:2]1[S:3][C:4]([C:8]([O:10]CC)=[O:9])=[C:5]([CH3:7])[N:6]=1.[OH-].[Na+]. The catalyst is O1CCCC1.O. The product is [NH2:1][C:2]1[S:3][C:4]([C:8]([OH:10])=[O:9])=[C:5]([CH3:7])[N:6]=1. The yield is 0.940. (2) The reactants are [F:1][C:2]1[CH:7]=[CH:6][C:5]([C:8]2[S:12][C:11]3[CH:13]=[C:14]([O:17]C)[CH:15]=[CH:16][C:10]=3[C:9]=2[O:19][C:20]2[CH:33]=[CH:32][C:23](/[CH:24]=[CH:25]/[C:26]3[NH:30][C:29]([CH3:31])=[N:28][N:27]=3)=[CH:22][CH:21]=2)=[C:4]([CH3:34])[CH:3]=1.B(Br)(Br)Br. The catalyst is C(Cl)Cl. The product is [F:1][C:2]1[CH:7]=[CH:6][C:5]([C:8]2[S:12][C:11]3[CH:13]=[C:14]([OH:17])[CH:15]=[CH:16][C:10]=3[C:9]=2[O:19][C:20]2[CH:21]=[CH:22][C:23](/[CH:24]=[CH:25]/[C:26]3[NH:30][C:29]([CH3:31])=[N:28][N:27]=3)=[CH:32][CH:33]=2)=[C:4]([CH3:34])[CH:3]=1. The yield is 0.480.